Dataset: Reaction yield outcomes from USPTO patents with 853,638 reactions. Task: Predict the reaction yield, written as a fraction of the theoretical maximum amount of product (1.0 means a 100% yield; for example, 0.34 means a 34% yield). (1) The reactants are [CH2:1]=[O:2].OS(O)(=O)=O.C([N:11]1[C:15](=[O:16])[C:14]2=[CH:17][CH:18]=[CH:19][CH:20]=[C:13]2[C:12]1=[O:21])C=C.[OH2:22]. No catalyst specified. The product is [O:2]1[CH2:19][CH2:20][CH:13]([CH2:12][C:20]2[CH:19]=[CH:18][CH:17]=[C:14]3[C:15]([NH:11][C:12](=[O:21])[C:13]=23)=[O:16])[O:22][CH2:1]1. The yield is 0.540. (2) The reactants are C[O:2][C:3]1[CH:8]=[CH:7][CH:6]=[CH:5][C:4]=1[S:9]([C:12]1[CH:13]=[CH:14][C:15](=[O:18])[NH:16][N:17]=1)(=[O:11])=[O:10].[Br-].[Br-].[Br-].[Al+3]. The catalyst is O. The product is [OH:2][C:3]1[CH:8]=[CH:7][CH:6]=[CH:5][C:4]=1[S:9]([C:12]1[CH:13]=[CH:14][C:15](=[O:18])[NH:16][N:17]=1)(=[O:11])=[O:10]. The yield is 0.610. (3) The reactants are [F:1][C:2]([F:15])([C:8]1[CH2:13][CH2:12][CH:11]([CH3:14])[CH2:10][CH:9]=1)[C:3]([O:5][CH2:6][CH3:7])=[O:4]. The catalyst is C(OCC)(=O)C.[OH-].[Pd+2].[OH-]. The product is [F:1][C:2]([F:15])([CH:8]1[CH2:9][CH2:10][CH:11]([CH3:14])[CH2:12][CH2:13]1)[C:3]([O:5][CH2:6][CH3:7])=[O:4]. The yield is 0.370. (4) The reactants are N1C2C(=CC=CC=2)C(=O)C1=[O:3].[NH:12]1[C:20]2[C:15](=[CH:16][CH:17]=[C:18]3[CH2:24][CH2:23][CH2:22][CH2:21][C:19]3=2)[C:14](=O)[C:13]1=[O:26].[OH-].[Na+].C([O:32][CH2:33][C:34](=O)[C:35]([CH3:43])([C:37]1[CH:42]=[CH:41][CH:40]=[CH:39][CH:38]=1)[CH3:36])(=O)C. The catalyst is C(O)C.O.C(O)(=O)C. The product is [OH:32][C:33]1[C:34]([C:35]([C:37]2[CH:38]=[CH:39][CH:40]=[CH:41][CH:42]=2)([CH3:36])[CH3:43])=[N:12][C:20]2[C:15]([C:14]=1[C:13]([OH:26])=[O:3])=[CH:16][CH:17]=[C:18]1[CH2:24][CH2:23][CH2:22][CH2:21][C:19]=21. The yield is 0.0130. (5) The reactants are [Cl:1][C:2]1[C:7]([N+:8]([O-:10])=[O:9])=[CH:6][CH:5]=[C:4]([Cl:11])[C:3]=1[C:12]1[C:13](=[O:22])[NH:14][C:15]2[C:20]([CH:21]=1)=[CH:19][N:18]=[CH:17][CH:16]=2.I[CH3:24]. The catalyst is CN(C=O)C.CCOC(C)=O. The product is [Cl:1][C:2]1[C:7]([N+:8]([O-:10])=[O:9])=[CH:6][CH:5]=[C:4]([Cl:11])[C:3]=1[C:12]1[C:13](=[O:22])[N:14]([CH3:24])[C:15]2[C:20]([CH:21]=1)=[CH:19][N:18]=[CH:17][CH:16]=2. The yield is 0.803. (6) The reactants are [NH2:1][C:2]1[C:7]([NH2:8])=[C:6]([O:9][C:10]2[CH:15]=[CH:14][C:13]([NH:16]C(=O)OC(C)(C)C)=[CH:12][CH:11]=2)[CH:5]=[CH:4][N:3]=1.[C:24](OCC)(=[O:30])[C:25](OCC)=[O:26]. No catalyst specified. The product is [NH2:16][C:13]1[CH:12]=[CH:11][C:10]([O:9][C:6]2[C:7]3[NH:8][C:25](=[O:26])[C:24](=[O:30])[NH:1][C:2]=3[N:3]=[CH:4][CH:5]=2)=[CH:15][CH:14]=1. The yield is 0.250. (7) The reactants are [NH2:1][C@H:2]([C:4]([N:6]1[C:12](=[O:13])[CH:11]([CH3:14])[C:10]2[CH:15]=[CH:16][CH:17]=[CH:18][C:9]=2[C:8]2[C:19]([NH2:23])=[CH:20][CH:21]=[CH:22][C:7]1=2)=[O:5])[CH3:3].N1C=CC=CC=1.[CH2:30]([S:34](Cl)(=[O:36])=[O:35])[CH2:31][CH2:32][CH3:33]. The catalyst is CN(C=O)C. The product is [CH2:30]([S:34]([NH:1][C@H:2]([C:4]([N:6]1[C:12](=[O:13])[CH:11]([CH3:14])[C:10]2[CH:15]=[CH:16][CH:17]=[CH:18][C:9]=2[C:8]2[C:19]([NH2:23])=[CH:20][CH:21]=[CH:22][C:7]1=2)=[O:5])[CH3:3])(=[O:36])=[O:35])[CH2:31][CH2:32][CH3:33]. The yield is 0.340.